Dataset: NCI-60 drug combinations with 297,098 pairs across 59 cell lines. Task: Regression. Given two drug SMILES strings and cell line genomic features, predict the synergy score measuring deviation from expected non-interaction effect. (1) Drug 1: CN(CCCl)CCCl.Cl. Drug 2: N.N.Cl[Pt+2]Cl. Cell line: T-47D. Synergy scores: CSS=50.5, Synergy_ZIP=-2.49, Synergy_Bliss=1.11, Synergy_Loewe=-1.81, Synergy_HSA=5.35. (2) Drug 1: CS(=O)(=O)OCCCCOS(=O)(=O)C. Drug 2: C1CC(=O)NC(=O)C1N2C(=O)C3=CC=CC=C3C2=O. Cell line: OVCAR-5. Synergy scores: CSS=14.0, Synergy_ZIP=1.65, Synergy_Bliss=2.98, Synergy_Loewe=-20.6, Synergy_HSA=3.40. (3) Drug 1: C1=CC=C(C=C1)NC(=O)CCCCCCC(=O)NO. Drug 2: CCN(CC)CCCC(C)NC1=C2C=C(C=CC2=NC3=C1C=CC(=C3)Cl)OC. Cell line: COLO 205. Synergy scores: CSS=27.8, Synergy_ZIP=1.00, Synergy_Bliss=-1.42, Synergy_Loewe=-20.5, Synergy_HSA=-5.38. (4) Drug 1: CC1=C(C(=O)C2=C(C1=O)N3CC4C(C3(C2COC(=O)N)OC)N4)N. Drug 2: C1CN(P(=O)(OC1)NCCCl)CCCl. Cell line: MALME-3M. Synergy scores: CSS=24.9, Synergy_ZIP=-2.94, Synergy_Bliss=1.85, Synergy_Loewe=-86.1, Synergy_HSA=2.41.